Task: Predict the product of the given reaction.. Dataset: Forward reaction prediction with 1.9M reactions from USPTO patents (1976-2016) (1) Given the reactants Cl.[Cl:2][C:3]1[C:43]([C:44]([F:47])([F:46])[F:45])=[CH:42][CH:41]=[CH:40][C:4]=1[CH2:5][N:6]([CH2:26][CH:27]([C:34]1[CH:39]=[CH:38][CH:37]=[CH:36][CH:35]=1)[C:28]1[CH:33]=[CH:32][CH:31]=[CH:30][CH:29]=1)[CH2:7][CH2:8][CH2:9][O:10][C:11]1[CH:12]=[C:13]([CH2:17][C:18]([N:20]2[CH2:25][CH2:24][O:23][CH2:22][CH2:21]2)=[O:19])[CH:14]=[CH:15][CH:16]=1.Cl[C:49]1C(C(F)(F)F)=CC=CC=1CN(CC(C1C=CC=CC=1)C1C=CC=CC=1)CCCOC1C=C(CC(O)=O)C=CC=1, predict the reaction product. The product is: [ClH:2].[Cl:2][C:3]1[C:43]([C:44]([F:45])([F:47])[F:46])=[CH:42][CH:41]=[CH:40][C:4]=1[CH2:5][N:6]([CH2:26][CH:27]([C:28]1[CH:33]=[CH:32][CH:31]=[CH:30][CH:29]=1)[C:34]1[CH:39]=[CH:38][CH:37]=[CH:36][CH:35]=1)[C@H:7]([CH3:49])[CH2:8][CH2:9][O:10][C:11]1[CH:12]=[C:13]([CH2:17][C:18]([N:20]2[CH2:21][CH2:22][O:23][CH2:24][CH2:25]2)=[O:19])[CH:14]=[CH:15][CH:16]=1. (2) Given the reactants F[C:2](F)(F)[S:3]([O-:6])(=[O:5])=[O:4].C([N+]1C=CN(C)C=1)CC[CH2:12][CH2:13][CH2:14][CH2:15][CH2:16][CH2:17][CH3:18].[C:25]1([CH3:31])[CH:30]=[CH:29]C=[CH:27][CH:26]=1.[S:32](=[O:35])(=[O:34])=[O:33], predict the reaction product. The product is: [C:25]1([CH3:31])[CH:30]=[CH:29][C:2]([S:3]([OH:6])(=[O:5])=[O:4])=[CH:27][CH:26]=1.[C:13]1([CH3:12])[C:18]([S:32]([OH:35])(=[O:34])=[O:33])=[CH:17][CH:16]=[CH:15][CH:14]=1. (3) Given the reactants [C:1]([C:3]1[CH:4]=[CH:5][C:6]([NH:11][C@H:12]2[CH2:17][CH2:16][C@H:15]([NH:18][C:19](=[O:25])[O:20][C:21]([CH3:24])([CH3:23])[CH3:22])[CH2:14][CH2:13]2)=[N:7][C:8]=1[O:9][CH3:10])#[N:2].[Cl:26]N1C(=O)CCC1=O, predict the reaction product. The product is: [Cl:26][C:5]1[C:6]([NH:11][C@H:12]2[CH2:13][CH2:14][C@H:15]([NH:18][C:19](=[O:25])[O:20][C:21]([CH3:22])([CH3:24])[CH3:23])[CH2:16][CH2:17]2)=[N:7][C:8]([O:9][CH3:10])=[C:3]([C:1]#[N:2])[CH:4]=1. (4) Given the reactants [NH2:1][CH2:2][C:3]1([C:9]2[S:10][CH:11]=[C:12]([C:14]3[CH:21]=[CH:20][C:17]([C:18]#[N:19])=[CH:16][CH:15]=3)[N:13]=2)[CH2:8][CH2:7][O:6][CH2:5][CH2:4]1.[F:22][C:23]([F:39])([F:38])[C:24]1[O:28][N:27]=[C:26]([C:29]2[CH:30]=[C:31]([CH:35]=[CH:36][CH:37]=2)[C:32](O)=[O:33])[N:25]=1, predict the reaction product. The product is: [C:18]([C:17]1[CH:16]=[CH:15][C:14]([C:12]2[N:13]=[C:9]([C:3]3([CH2:2][NH:1][C:32](=[O:33])[C:31]4[CH:35]=[CH:36][CH:37]=[C:29]([C:26]5[N:25]=[C:24]([C:23]([F:39])([F:38])[F:22])[O:28][N:27]=5)[CH:30]=4)[CH2:4][CH2:5][O:6][CH2:7][CH2:8]3)[S:10][CH:11]=2)=[CH:21][CH:20]=1)#[N:19]. (5) Given the reactants CC1C(C)=C([O:9][C:10](CCC(OCCO)=O)=[O:11])C(C)=C2CCC(CCCC(CCCC(CCCC(C)C)C)C)(C)OC=12.CC(CCC[C@H]([C@@H]1[C@]2(C)[C@H]([C@H]3[C@H](CC2)[C@]2(C)C(C[C@H](CC2)O)=CC3)CC1)C)C.[CH:70]1[CH:71]=[CH:72][C:73]([C:92]([OH:94])=[O:93])=[C:74]([C:76]2[C:86]3[CH:87]=[CH:88][C:89]([OH:91])=[CH:90][C:85]=3[O:84][C:83]3[C:77]=2[CH:78]=[CH:79][C:80]([CH:82]=3)=[O:81])[CH:75]=1.C(S)CCCCCCCCCCCCCCCCC.C[C@@H]([C@@H]1[C@@]2(C)[C@@H](O)C[C@@H]3[C@@]4(C)CC[C@@H](O)C[C@H]4C[C@@H](O)[C@H]3[C@@H]2CC1)CCC(NCCS([O-])(=O)=O)=O.[Na+], predict the reaction product. The product is: [CH:71]1[C:70]([C:10]([OH:11])=[O:9])=[CH:75][C:74]2[C:76]3([O:93][C:92](=[O:94])[C:73]=2[CH:72]=1)[C:77]1[CH:78]=[CH:79][C:80]([OH:81])=[CH:82][C:83]=1[O:84][C:85]1[CH:90]=[C:89]([OH:91])[CH:88]=[CH:87][C:86]3=1. (6) The product is: [C:11]([O:10][C:6]([CH:21]1[CH2:22][N:19]([C:17](=[O:18])[C:16]([F:27])([F:26])[F:15])[CH2:20]1)=[O:5])([CH3:12])([CH3:13])[CH3:14]. Given the reactants C([O:5][CH:6]([O:10][C:11]([CH3:14])([CH3:13])[CH3:12])N(C)C)(C)(C)C.[F:15][C:16]([F:27])([F:26])[C:17]([N:19]1[CH2:22][CH:21](C(O)=O)[CH2:20]1)=[O:18].C1COCC1, predict the reaction product. (7) Given the reactants [CH3:1][C:2]1[CH:7]=[CH:6][C:5]([C:8]2[O:9][C:10]([CH3:13])=[N:11][N:12]=2)=[CH:4][C:3]=1[C:14]1[CH:19]=[CH:18][C:17]([C:20]([OH:22])=O)=[CH:16][CH:15]=1.C1C=CC2N(O)N=NC=2C=1.Cl.CN(C)CCCN=C=NCC.[CH3:45][O:46][C:47]1[CH:48]=[C:49]([CH:52]=[C:53]([O:55][CH3:56])[CH:54]=1)[CH2:50][NH2:51], predict the reaction product. The product is: [CH3:56][O:55][C:53]1[CH:52]=[C:49]([CH:48]=[C:47]([O:46][CH3:45])[CH:54]=1)[CH2:50][NH:51][C:20]([C:17]1[CH:16]=[CH:15][C:14]([C:3]2[CH:4]=[C:5]([C:8]3[O:9][C:10]([CH3:13])=[N:11][N:12]=3)[CH:6]=[CH:7][C:2]=2[CH3:1])=[CH:19][CH:18]=1)=[O:22]. (8) Given the reactants [C:1]([NH2:10])([C:4]1[CH:9]=[CH:8][CH:7]=[CH:6][CH:5]=1)([CH3:3])[CH3:2].CCN(CC)CC.[C:18](=S)=[S:19].C1(C)C=CC(S(Cl)(=O)=O)=CC=1, predict the reaction product. The product is: [N:10]([C:1]([C:4]1[CH:9]=[CH:8][CH:7]=[CH:6][CH:5]=1)([CH3:3])[CH3:2])=[C:18]=[S:19]. (9) Given the reactants S([O-])([O-])(=O)=O.[NH4+].[NH4+].P([O-])(O)(O)=O.[K+].[C:14](=[O:17])([O-])[O-:15].[Ca+2].[OH-:19].[K+].N[C@H](C(O)=O)CC1C=CC=CC=1.N[C@H](C(O)=O)CC1C=CC(O)=CC=1.[CH:46]1[C:51]([C@@H:52]([OH:62])[C@H:53](NC(C(Cl)Cl)=O)[CH2:54][OH:55])=CC=C([N+]([O-])=O)C=1.CC1(C)S[C@@H]2[C@H](NC([C@H](N)C3C=CC=CC=3)=O)C(=O)N2[C@H]1C(O)=O.[OH2:90], predict the reaction product. The product is: [CH2:46]([OH:90])[C@H:51]1[O:15][CH:14]([OH:17])[C@H:54]([OH:55])[C@@H:53]([OH:19])[C@@H:52]1[OH:62]. (10) The product is: [OH:1][CH2:2][CH:3]1[CH2:4][CH2:5][CH:6]([C:9]([NH:15][CH:13]([CH3:14])[CH3:12])=[O:11])[CH2:7][CH2:8]1. Given the reactants [OH:1][CH2:2][CH:3]1[CH2:8][CH2:7][CH:6]([C:9]([OH:11])=O)[CH2:5][CH2:4]1.[CH3:12][CH:13]([NH2:15])[CH3:14], predict the reaction product.